This data is from Forward reaction prediction with 1.9M reactions from USPTO patents (1976-2016). The task is: Predict the product of the given reaction. Given the reactants C(=O)([O-])[O-].[K+].[K+].[C:7]1([N:13]2[C:17]3([CH2:21][CH2:20][CH2:19][CH2:18]3)[C:16](=[O:22])[NH:15][C:14]2=[O:23])[CH:12]=[CH:11][CH:10]=[CH:9][CH:8]=1.Cl[CH2:25][C:26]([NH:28][C:29]1[C:34]([CH:35]([CH3:37])[CH3:36])=[CH:33][CH:32]=[CH:31][C:30]=1[CH:38]([CH3:40])[CH3:39])=[O:27].O, predict the reaction product. The product is: [CH:38]([C:30]1[CH:31]=[CH:32][CH:33]=[C:34]([CH:35]([CH3:36])[CH3:37])[C:29]=1[NH:28][C:26](=[O:27])[CH2:25][N:15]1[C:16](=[O:22])[C:17]2([CH2:21][CH2:20][CH2:19][CH2:18]2)[N:13]([C:7]2[CH:8]=[CH:9][CH:10]=[CH:11][CH:12]=2)[C:14]1=[O:23])([CH3:39])[CH3:40].